This data is from Forward reaction prediction with 1.9M reactions from USPTO patents (1976-2016). The task is: Predict the product of the given reaction. (1) Given the reactants [S:1]1[C:5]2[CH:6]=[C:7]([O:10][NH:11][C:12](=[O:20])OC3C=CC=CC=3)[CH:8]=[CH:9][C:4]=2[N:3]=[CH:2]1.[N:21]1[CH:26]=[CH:25][CH:24]=[CH:23][C:22]=1[C:27]([NH2:30])([CH3:29])[CH3:28].C(N(CC)CC)C, predict the reaction product. The product is: [S:1]1[C:5]2[CH:6]=[C:7]([O:10][NH:11][C:12]([NH:30][C:27]([C:22]3[CH:23]=[CH:24][CH:25]=[CH:26][N:21]=3)([CH3:29])[CH3:28])=[O:20])[CH:8]=[CH:9][C:4]=2[N:3]=[CH:2]1. (2) Given the reactants [CH3:1][C:2]1[N:7]=[C:6]([CH2:8]O)[CH:5]=[CH:4][CH:3]=1.C1(P(C2C=CC=CC=2)C2C=CC=CC=2)C=CC=CC=1.C(Br)(Br)(Br)[Br:30], predict the reaction product. The product is: [Br:30][CH2:8][C:6]1[CH:5]=[CH:4][CH:3]=[C:2]([CH3:1])[N:7]=1. (3) Given the reactants [N+:1]([C:4]1[CH:5]=[C:6]2[C:11](=[CH:12][CH:13]=1)[N:10]=[C:9]([O:14]C(=O)C)[CH:8]=[CH:7]2)([O-:3])=[O:2].C([O-])([O-])=O.[K+].[K+], predict the reaction product. The product is: [N+:1]([C:4]1[CH:5]=[C:6]2[C:11](=[CH:12][CH:13]=1)[NH:10][C:9](=[O:14])[CH:8]=[CH:7]2)([O-:3])=[O:2]. (4) Given the reactants [Br:1][C:2]1[N:7]=[C:6](F)[C:5]([O:9][CH3:10])=[CH:4][CH:3]=1.[NH:11]1[CH2:16][CH2:15][CH2:14][C@H:13]([NH:17][C:18](=[O:24])[O:19][C:20]([CH3:23])([CH3:22])[CH3:21])[CH2:12]1.CN1CCOCC1.O, predict the reaction product. The product is: [Br:1][C:2]1[N:7]=[C:6]([N:11]2[CH2:16][CH2:15][CH2:14][C@H:13]([NH:17][C:18](=[O:24])[O:19][C:20]([CH3:22])([CH3:21])[CH3:23])[CH2:12]2)[C:5]([O:9][CH3:10])=[CH:4][CH:3]=1. (5) The product is: [C:12]([O:16][C:17]([C:19]1[CH:24]=[CH:23][CH:22]=[CH:21][C:20]=1[C:2]1[CH:7]=[CH:6][N:5]=[C:4]([C:8]([OH:10])=[O:9])[CH:3]=1)=[O:18])([CH3:15])([CH3:13])[CH3:14]. Given the reactants Br[C:2]1[CH:7]=[CH:6][N:5]=[C:4]([C:8]([O:10]C)=[O:9])[CH:3]=1.[C:12]([O:16][C:17]([C:19]1[CH:24]=[CH:23][CH:22]=[CH:21][C:20]=1B1OC(C)(C)C(C)(C)O1)=[O:18])([CH3:15])([CH3:14])[CH3:13].C([O-])([O-])=O.[K+].[K+].[OH-].[Na+].[NH4+].[Cl-], predict the reaction product. (6) Given the reactants BrCBr.[F:4][C:5]1[CH:11]=[CH:10][CH:9]=[C:7]([OH:8])[C:6]=1[OH:12].[C:13]1(C(=CC=CC=1)O)O, predict the reaction product. The product is: [F:4][C:5]1[CH:11]=[CH:10][CH:9]=[C:7]2[O:8][CH2:13][O:12][C:6]=12. (7) Given the reactants [C:1]([OH:9])(=[O:8])[CH:2]([CH2:4][C:5]([OH:7])=[O:6])[OH:3].[O-2:10].[Zn+2:11].[OH-:12].[Ca+2:13].[OH-], predict the reaction product. The product is: [C:1]([OH:9])(=[O:8])[CH:2]([CH2:4][C:5]([OH:7])=[O:6])[OH:3].[C:1]([O-:9])(=[O:8])[CH:2]([CH2:4][C:5]([O-:7])=[O:6])[OH:3].[Zn+2:11].[OH:10][Ca:13][OH:12].[C:1]([O-:9])(=[O:8])[CH:2]([CH2:4][C:5]([O-:7])=[O:6])[OH:3]. (8) The product is: [F:11][C:10]1[CH:9]=[C:8]2[C:4]([C:5]([C:21]3[CH:22]=[N:23][N:24]([CH2:26][CH2:27][S:35]([CH3:33])(=[O:37])=[O:36])[CH:25]=3)=[CH:6][N:7]2[S:12]([C:15]2[CH:20]=[CH:19][CH:18]=[CH:17][CH:16]=2)(=[O:14])=[O:13])=[CH:3][CH:2]=1. Given the reactants F[C:2]1[CH:3]=[C:4]2[C:8](=[CH:9][C:10]=1[F:11])[N:7]([S:12]([C:15]1[CH:20]=[CH:19][CH:18]=[CH:17][CH:16]=1)(=[O:14])=[O:13])[CH:6]=[C:5]2[C:21]1[CH:22]=[N:23][N:24]([CH2:26][CH:27]2CCNCC2)[CH:25]=1.[CH:33]([S:35](C)(=[O:37])=[O:36])=C.CCN(CC)CC, predict the reaction product. (9) Given the reactants [CH3:1][O:2][N:3]([CH3:15])[C:4]([C:6]1[C:14]2[C:9](=[CH:10][CH:11]=[CH:12][CH:13]=2)[NH:8][N:7]=1)=[O:5].FC(F)(F)C(OC1C(OC(=O)C(F)(F)F)=C([I:27])C=CC=1)=O.II.OS([O-])=O.[Na+], predict the reaction product. The product is: [I:27][C:12]1[CH:13]=[C:14]2[C:9](=[CH:10][CH:11]=1)[NH:8][N:7]=[C:6]2[C:4]([N:3]([O:2][CH3:1])[CH3:15])=[O:5].